Dataset: Reaction yield outcomes from USPTO patents with 853,638 reactions. Task: Predict the reaction yield, written as a fraction of the theoretical maximum amount of product (1.0 means a 100% yield; for example, 0.34 means a 34% yield). (1) The reactants are [CH3:1][C:2]([NH2:6])([C:4]#[CH:5])[CH3:3].[I:7][C:8]1[CH:13]=[CH:12][C:11]([S:14](Cl)(=[O:16])=[O:15])=[CH:10][CH:9]=1. No catalyst specified. The product is [I:7][C:8]1[CH:13]=[CH:12][C:11]([S:14]([NH:6][C:2]([CH3:3])([C:4]#[CH:5])[CH3:1])(=[O:16])=[O:15])=[CH:10][CH:9]=1. The yield is 0.520. (2) The catalyst is CC#N. The reactants are [C:1]1([C@@H:7]2[CH2:11][N:10]([CH:12]3[CH2:17][CH2:16][O:15][CH2:14][CH2:13]3)[C:9](=[O:18])[N:8]2[CH:19]2[CH2:24][CH2:23][NH:22][CH2:21][CH2:20]2)[CH:6]=[CH:5][CH:4]=[CH:3][CH:2]=1.Br[CH2:26][C:27]1[CH:34]=[CH:33][C:30]([C:31]#[N:32])=[CH:29][CH:28]=1. The yield is 0.660. The product is [O:18]=[C:9]1[N:10]([CH:12]2[CH2:13][CH2:14][O:15][CH2:16][CH2:17]2)[CH2:11][C@@H:7]([C:1]2[CH:2]=[CH:3][CH:4]=[CH:5][CH:6]=2)[N:8]1[CH:19]1[CH2:24][CH2:23][N:22]([CH2:26][C:27]2[CH:34]=[CH:33][C:30]([C:31]#[N:32])=[CH:29][CH:28]=2)[CH2:21][CH2:20]1.